Dataset: Full USPTO retrosynthesis dataset with 1.9M reactions from patents (1976-2016). Task: Predict the reactants needed to synthesize the given product. (1) The reactants are: [F:1][CH:2]([F:17])[CH2:3][O:4][C:5]1[N:13]=[CH:12][C:11]([N+:14]([O-:16])=[O:15])=[CH:10][C:6]=1[C:7](O)=[O:8].S(Cl)([Cl:20])=O. Given the product [F:1][CH:2]([F:17])[CH2:3][O:4][C:5]1[N:13]=[CH:12][C:11]([N+:14]([O-:16])=[O:15])=[CH:10][C:6]=1[C:7]([Cl:20])=[O:8], predict the reactants needed to synthesize it. (2) Given the product [Br:9][C:10]1[CH:15]=[C:14]([O:16][CH2:17][CH2:18][CH2:19][CH2:20][CH2:21][CH2:22][CH2:23][CH2:24][CH2:25][CH2:26][CH2:27][CH3:28])[C:13]([Br:29])=[CH:12][C:11]=1[O:30][CH2:1][C:2]1[CH:7]=[CH:6][CH:5]=[CH:4][CH:3]=1, predict the reactants needed to synthesize it. The reactants are: [CH2:1](Br)[C:2]1[CH:7]=[CH:6][CH:5]=[CH:4][CH:3]=1.[Br:9][C:10]1[CH:15]=[C:14]([O:16][CH2:17][CH2:18][CH2:19][CH2:20][CH2:21][CH2:22][CH2:23][CH2:24][CH2:25][CH2:26][CH2:27][CH3:28])[C:13]([Br:29])=[CH:12][C:11]=1[OH:30].C([O-])([O-])=O.[K+].[K+]. (3) The reactants are: [NH:1]1[C:5]2[CH:6]=[CH:7][CH:8]=[CH:9][C:4]=2[N:3]=[C:2]1[C:10]([OH:12])=O.[CH3:13][N:14]1[CH2:21][C@@H:20]2[C@@H:16]([CH2:17][NH:18][CH2:19]2)[CH2:15]1.C(N(CC)CC)C. Given the product [NH3:1].[CH3:13][N:14]1[CH2:21][C@@H:20]2[CH2:19][N:18]([C:10]([C:2]3[NH:1][C:5]4[CH:6]=[CH:7][CH:8]=[CH:9][C:4]=4[N:3]=3)=[O:12])[CH2:17][C@@H:16]2[CH2:15]1, predict the reactants needed to synthesize it. (4) Given the product [Cl:27][C:23]1[CH:22]=[C:21]([C:11]2[C:10]3[C:15](=[CH:16][CH:17]=[C:8]([C:7]([C:36]4[CH:37]=[CH:38][C:39]([Cl:42])=[CH:40][CH:41]=4)([C:28]4[N:32]([CH3:33])[C:31]([S:34][CH3:35])=[N:30][N:29]=4)[NH2:1])[CH:9]=3)[N:14]3[N:18]=[N:19][N:20]=[C:13]3[N:12]=2)[CH:26]=[CH:25][CH:24]=1, predict the reactants needed to synthesize it. The reactants are: [NH3:1].CC(O)C.Cl[C:7]([C:36]1[CH:41]=[CH:40][C:39]([Cl:42])=[CH:38][CH:37]=1)([C:28]1[N:32]([CH3:33])[C:31]([S:34][CH3:35])=[N:30][N:29]=1)[C:8]1[CH:9]=[C:10]2[C:15](=[CH:16][CH:17]=1)[N:14]1[N:18]=[N:19][N:20]=[C:13]1[N:12]=[C:11]2[C:21]1[CH:26]=[CH:25][CH:24]=[C:23]([Cl:27])[CH:22]=1.